Task: Predict the reactants needed to synthesize the given product.. Dataset: Full USPTO retrosynthesis dataset with 1.9M reactions from patents (1976-2016) Given the product [CH3:18][O:19][C:20]([C:22]1[C:26]2[N:27]=[CH:28][N:29]([CH2:32][C:33]([C:35]3[CH:40]=[CH:39][CH:38]=[C:37]([O:41][CH3:42])[CH:36]=3)=[O:34])[C:30](=[O:31])[C:25]=2[N:24]([CH2:10][C:11]2[CH:16]=[CH:15][CH:14]=[CH:13][CH:12]=2)[C:23]=1[Cl:43])=[O:21], predict the reactants needed to synthesize it. The reactants are: C(N(C(C)C)CC)(C)C.[CH2:10](Br)[C:11]1[CH:16]=[CH:15][CH:14]=[CH:13][CH:12]=1.[CH3:18][O:19][C:20]([C:22]1[C:26]2[N:27]=[CH:28][N:29]([CH2:32][C:33]([C:35]3[CH:40]=[CH:39][CH:38]=[C:37]([O:41][CH3:42])[CH:36]=3)=[O:34])[C:30](=[O:31])[C:25]=2[NH:24][C:23]=1[Cl:43])=[O:21].